This data is from Catalyst prediction with 721,799 reactions and 888 catalyst types from USPTO. The task is: Predict which catalyst facilitates the given reaction. (1) Reactant: [CH2:1]([O:8][C:9]1[CH:14]=[CH:13][C:12]([CH:15]([OH:18])[CH2:16][Br:17])=[CH:11][C:10]=1[NH:19][CH:20]=[O:21])[C:2]1[CH:7]=[CH:6][CH:5]=[CH:4][CH:3]=1.[Si:22](Cl)([C:25]([CH3:28])([CH3:27])[CH3:26])([CH3:24])[CH3:23].N1C=CN=C1. Product: [CH2:1]([O:8][C:9]1[CH:14]=[CH:13][C:12]([C@@H:15]([O:18][Si:22]([C:25]([CH3:28])([CH3:27])[CH3:26])([CH3:24])[CH3:23])[CH2:16][Br:17])=[CH:11][C:10]=1[NH:19][CH:20]=[O:21])[C:2]1[CH:3]=[CH:4][CH:5]=[CH:6][CH:7]=1. The catalyst class is: 546. (2) Reactant: [CH2:1]([O:3][C:4](=[O:34])[CH2:5][N:6]1[C:14]2[CH2:13][CH2:12][CH2:11][C@@H:10]([N:15]([CH3:33])[S:16]([C:19]3[CH:24]=[C:23]([C:25]([F:28])([F:27])[F:26])[CH:22]=[C:21]([C:29](=[CH2:32])[CH2:30][CH3:31])[CH:20]=3)(=[O:18])=[O:17])[C:9]=2[CH:8]=[N:7]1)[CH3:2].[N+](=[CH2:37])=[N-]. Product: [CH2:1]([O:3][C:4](=[O:34])[CH2:5][N:6]1[C:14]2[CH2:13][CH2:12][CH2:11][C@@H:10]([N:15]([S:16]([C:19]3[CH:24]=[C:23]([C:25]([F:27])([F:28])[F:26])[CH:22]=[C:21]([C:29]4([CH2:32][CH3:37])[CH2:31][CH2:30]4)[CH:20]=3)(=[O:18])=[O:17])[CH3:33])[C:9]=2[CH:8]=[N:7]1)[CH3:2]. The catalyst class is: 27.